Task: Predict the reaction yield, written as a fraction of the theoretical maximum amount of product (1.0 means a 100% yield; for example, 0.34 means a 34% yield).. Dataset: Reaction yield outcomes from USPTO patents with 853,638 reactions (1) The reactants are O.[OH:2][C:3]1[CH:12]=[CH:11][C:10]2[C:5](=[CH:6][C:7]([OH:13])=[CH:8][CH:9]=2)[CH:4]=1.C([O:17][CH2:18][CH3:19])(=O)C.[C:20]1([CH3:26])[CH:25]=CC=[CH:22][CH:21]=1.[CH:27]([OH:30])([CH3:29])[CH3:28]. The catalyst is O.O.O.O.O.O.[Fe](Cl)(Cl)Cl. The product is [C:6]1([C:22]2[C:18]([OH:17])=[CH:19][CH:25]=[C:20]3[C:21]=2[CH:29]=[C:27]([OH:30])[CH:28]=[CH:26]3)[C:7]([OH:13])=[CH:8][CH:9]=[C:10]2[C:5]=1[CH:4]=[C:3]([OH:2])[CH:12]=[CH:11]2. The yield is 0.680. (2) The reactants are [F:1][C:2]1[CH:3]=[C:4]([CH:8]2[CH2:12][CH2:11][CH2:10][N:9]2[C:13]2[CH:18]=[CH:17][N:16]3[N:19]=[CH:20][C:21]([C:22]([O:24]CC)=[O:23])=[C:15]3[N:14]=2)[CH:5]=[N:6][CH:7]=1.[OH-].[Na+].C(O)(=O)CC(CC(O)=O)(C(O)=O)O.[Na+].[Cl-]. The catalyst is CO. The product is [F:1][C:2]1[CH:3]=[C:4]([CH:8]2[CH2:12][CH2:11][CH2:10][N:9]2[C:13]2[CH:18]=[CH:17][N:16]3[N:19]=[CH:20][C:21]([C:22]([OH:24])=[O:23])=[C:15]3[N:14]=2)[CH:5]=[N:6][CH:7]=1. The yield is 0.990. (3) The reactants are [CH3:1][N:2]1[CH2:7][CH2:6][NH:5][CH2:4][CH2:3]1.[CH2:8]1[C:13]2=[CH:14][C:15]3[CH:16]=[CH:17][CH:18]=[CH:19][C:20]=3[N:12]2[CH2:11][CH2:10][N:9]1[C:21](=[O:25])[CH:22]=[CH:23][CH3:24]. No catalyst specified. The product is [CH2:8]1[C:13]2=[CH:14][C:15]3[CH:16]=[CH:17][CH:18]=[CH:19][C:20]=3[N:12]2[CH2:11][CH2:10][N:9]1[C:21](=[O:25])[CH2:22][CH:23]([N:5]1[CH2:6][CH2:7][N:2]([CH3:1])[CH2:3][CH2:4]1)[CH3:24]. The yield is 0.350. (4) The reactants are [CH2:1]([C:3]1[CH:4]=[CH:5][CH:6]=[C:7]2[C:11]=1[NH:10][C:9]([CH2:12][OH:13])=[C:8]2[CH3:14])[CH3:2]. The catalyst is ClCCl.[O-2].[Mn+4].[O-2]. The product is [CH2:1]([C:3]1[CH:4]=[CH:5][CH:6]=[C:7]2[C:11]=1[NH:10][C:9]([CH:12]=[O:13])=[C:8]2[CH3:14])[CH3:2]. The yield is 0.650. (5) The reactants are Br[C:2]1[CH:3]=[C:4]([N:22]([CH2:29][CH3:30])[CH:23]2[CH2:28][CH2:27][O:26][CH2:25][CH2:24]2)[C:5]([CH3:21])=[C:6]([CH:20]=1)[C:7]([NH:9][CH2:10][C:11]1[C:12](=[O:19])[NH:13][C:14]([CH3:18])=[CH:15][C:16]=1[CH3:17])=[O:8].[C:31]1([CH3:40])[CH:36]=[CH:35][C:34](B(O)O)=[CH:33][CH:32]=1.C([O-])([O-])=O.[Na+].[Na+]. The catalyst is O1CCOCC1.O.C1C=CC([P]([Pd]([P](C2C=CC=CC=2)(C2C=CC=CC=2)C2C=CC=CC=2)([P](C2C=CC=CC=2)(C2C=CC=CC=2)C2C=CC=CC=2)[P](C2C=CC=CC=2)(C2C=CC=CC=2)C2C=CC=CC=2)(C2C=CC=CC=2)C2C=CC=CC=2)=CC=1. The yield is 0.730. The product is [CH3:17][C:16]1[CH:15]=[C:14]([CH3:18])[NH:13][C:12](=[O:19])[C:11]=1[CH2:10][NH:9][C:7]([C:6]1[CH:20]=[C:2]([C:34]2[CH:35]=[CH:36][C:31]([CH3:40])=[CH:32][CH:33]=2)[CH:3]=[C:4]([N:22]([CH2:29][CH3:30])[CH:23]2[CH2:28][CH2:27][O:26][CH2:25][CH2:24]2)[C:5]=1[CH3:21])=[O:8]. (6) No catalyst specified. The yield is 0.270. The product is [CH3:25][C:26]1[N:16]([C:17]2[CH:18]=[CH:19][CH:20]=[CH:21][CH:22]=2)[C:9](=[O:8])[C:10]([C:11]([OH:13])=[O:12])=[CH:28][CH:27]=1. The reactants are [O-]CC.[Na+].CCO.[O:8]=[C:9]([NH:16][C:17]1[CH:22]=[CH:21][CH:20]=[CH:19][CH:18]=1)[CH2:10][C:11]([O:13]CC)=[O:12].CO/[CH:25]=[CH:26]/[C:27](=O)[CH3:28]. (7) The reactants are [Li]CCCC.CCCCCC.CC1(C)CCCC(C)(C)N1.[Cl:22][C:23]1[CH:24]=[C:25]([CH:29]=[CH:30][CH:31]=1)[C:26]([OH:28])=[O:27].[Cl:32][C:33]1[CH:38]=[CH:37][C:36]([S:39]([N:42]([C:46]2[C:47]([CH:53]=O)=[N:48][CH:49]=[C:50]([Cl:52])[CH:51]=2)[CH2:43][O:44][CH3:45])(=[O:41])=[O:40])=[CH:35][C:34]=1[C:55]([F:58])([F:57])[F:56]. The catalyst is C1COCC1.CCOCC. The product is [Cl:32][C:33]1[CH:38]=[CH:37][C:36]([S:39]([N:42]([C:46]2[C:47]([CH:53]3[C:24]4[C:25](=[CH:29][CH:30]=[CH:31][C:23]=4[Cl:22])[C:26](=[O:28])[O:27]3)=[N:48][CH:49]=[C:50]([Cl:52])[CH:51]=2)[CH2:43][O:44][CH3:45])(=[O:41])=[O:40])=[CH:35][C:34]=1[C:55]([F:56])([F:58])[F:57]. The yield is 0.266.